Dataset: Reaction yield outcomes from USPTO patents with 853,638 reactions. Task: Predict the reaction yield, written as a fraction of the theoretical maximum amount of product (1.0 means a 100% yield; for example, 0.34 means a 34% yield). The reactants are [NH2:1][C:2]1[CH:9]=[CH:8][CH:7]=[CH:6][C:3]=1[C:4]#[N:5].P(=O)(O)(O)O.[N+]([O-])(O)=O.[N:19]([O-])=O.[Na+].C([O-])(=O)C.[K+].[C:28]([CH2:31][C:32](=[O:34])[CH3:33])(=[O:30])[CH3:29]. The catalyst is O.C(O)C. The product is [C:28]([C:31](=[N:19][NH:1][C:2]1[CH:9]=[CH:8][CH:7]=[CH:6][C:3]=1[C:4]#[N:5])[C:32](=[O:34])[CH3:33])(=[O:30])[CH3:29]. The yield is 0.410.